Predict the reactants needed to synthesize the given product. From a dataset of Full USPTO retrosynthesis dataset with 1.9M reactions from patents (1976-2016). (1) Given the product [F:76][C:74]1[CH:73]=[CH:72][C:71]([N+:77]([O-:79])=[O:78])=[C:70]([CH:75]=1)[O:63][CH:59]1[CH2:61][CH2:14][CH:15]([OH:22])[CH:62]1[OH:81], predict the reactants needed to synthesize it. The reactants are: CC[C@H]1[C@H]2C[C@H]([C@H](OC3C4C(=CC=CC=4)C(O[C@H](C4C=CN=C5C=4C=C(OC)C=C5)[C@@H]4N5C[C@H](CC)[C@@H](CC5)C4)=NN=3)C3C=CN=C4C=3[CH:14]=[C:15]([O:22]C)C=C4)N(CC2)C1.[C:59]([OH:63])([CH3:62])([CH3:61])C.C1(O[C:70]2[CH:75]=[C:74]([F:76])[CH:73]=[CH:72][C:71]=2[N+:77]([O-:79])=[O:78])CCC=C1.S(S([O-])=O)([O-])(=O)=[O:81].[Na+].[Na+]. (2) Given the product [Cl:24][C:22]1[C:21](=[O:25])[N:13]([C:14]2[CH:19]=[CH:18][CH:17]=[C:16]([F:20])[CH:15]=2)[C:10]([C:3]2[C:2]([F:1])=[CH:7][C:6]([F:8])=[CH:5][C:4]=2[F:9])=[C:11]([Cl:27])[N:12]=1, predict the reactants needed to synthesize it. The reactants are: [F:1][C:2]1[CH:7]=[C:6]([F:8])[CH:5]=[C:4]([F:9])[C:3]=1[CH:10]([NH:13][C:14]1[CH:19]=[CH:18][CH:17]=[C:16]([F:20])[CH:15]=1)[C:11]#[N:12].[C:21](Cl)(=[O:25])[C:22]([Cl:24])=O.[Cl:27]C1C=CC=CC=1.